Task: Predict the product of the given reaction.. Dataset: Forward reaction prediction with 1.9M reactions from USPTO patents (1976-2016) (1) Given the reactants [C:1]1([C:7]2[C:8]([NH2:12])=[N:9][O:10][N:11]=2)[CH:6]=[CH:5][CH:4]=[CH:3][CH:2]=1.[C:13]([O:18]CC)(=[O:17])[C:14]([CH3:16])=O.[Li+].[OH-], predict the reaction product. The product is: [C:1]1([C:7]2[C:8]([NH:12][CH:14]([C:13]([OH:18])=[O:17])[CH3:16])=[N:9][O:10][N:11]=2)[CH:2]=[CH:3][CH:4]=[CH:5][CH:6]=1. (2) Given the reactants [N:1]1[C:10]2[C:5](=[C:6]3[CH:18]=[CH:17][CH:16]=[CH:15][C:7]3=[C:8]3[CH:14]=[CH:13][CH:12]=[CH:11][C:9]3=2)[N:4]=[CH:3][C:2]=1[C:19]1[CH:20]=[C:21](B2OC(C)(C)C(C)(C)O2)[CH:22]=[CH:23][CH:24]=1.[Br:34][C:35]1[CH:40]=[CH:39][CH:38]=[C:37](I)[CH:36]=1.CC1C=CC=CC=1P(C1C=CC=CC=1C)C1C=CC=CC=1C.C(=O)([O-])[O-].[K+].[K+], predict the reaction product. The product is: [Br:34][C:35]1[CH:36]=[C:37]([C:23]2[CH:22]=[CH:21][CH:20]=[C:19]([C:2]3[CH:3]=[N:4][C:5]4[C:10](=[C:9]5[CH:11]=[CH:12][CH:13]=[CH:14][C:8]5=[C:7]5[CH:15]=[CH:16][CH:17]=[CH:18][C:6]5=4)[N:1]=3)[CH:24]=2)[CH:38]=[CH:39][CH:40]=1. (3) Given the reactants Cl.Cl.Cl.[N:4]1([CH2:8][CH2:9][N:10]2[CH:14]=[C:13]([C:15]3[CH:20]=[CH:19][C:18]([F:21])=[C:17]([CH3:22])[CH:16]=3)[N:12]=[C:11]2[CH:23]2[CH2:28][CH2:27][NH:26][CH2:25][CH2:24]2)[CH2:7][CH2:6][CH2:5]1.Cl[C:30]1[N:35]=[CH:34][N:33]=[C:32]([NH2:36])[C:31]=1[CH:37]1[CH2:39][CH2:38]1, predict the reaction product. The product is: [N:4]1([CH2:8][CH2:9][N:10]2[CH:14]=[C:13]([C:15]3[CH:20]=[CH:19][C:18]([F:21])=[C:17]([CH3:22])[CH:16]=3)[N:12]=[C:11]2[CH:23]2[CH2:24][CH2:25][N:26]([C:30]3[N:35]=[CH:34][N:33]=[C:32]([NH2:36])[C:31]=3[CH:37]3[CH2:39][CH2:38]3)[CH2:27][CH2:28]2)[CH2:5][CH2:6][CH2:7]1.